Dataset: Reaction yield outcomes from USPTO patents with 853,638 reactions. Task: Predict the reaction yield, written as a fraction of the theoretical maximum amount of product (1.0 means a 100% yield; for example, 0.34 means a 34% yield). (1) The reactants are [Cl:1][C:2]1[C:3]([N:8]2[C:12](O)([C:13]([O:15][CH2:16][CH3:17])=[O:14])[CH2:11][C:10]([C:19]([F:22])([F:21])[F:20])=[N:9]2)=[N:4][CH:5]=[CH:6][CH:7]=1. The catalyst is S(=O)(=O)(O)O.C(O)(=O)C. The product is [Cl:1][C:2]1[C:3]([N:8]2[C:12]([C:13]([O:15][CH2:16][CH3:17])=[O:14])=[CH:11][C:10]([C:19]([F:22])([F:20])[F:21])=[N:9]2)=[N:4][CH:5]=[CH:6][CH:7]=1. The yield is 0.770. (2) The reactants are [Sn](Cl)Cl.[Cl:4][C:5]1[C:14]([NH:15][S:16]([C:19]2[CH:24]=[CH:23][C:22]([C:25]([F:28])([F:27])[F:26])=[CH:21][C:20]=2[N+:29]([O-])=O)(=[O:18])=[O:17])=[C:13]2[C:8]([C:9]([O:32][CH3:33])=[CH:10][CH:11]=[N:12]2)=[CH:7][CH:6]=1. The catalyst is CCO. The product is [NH2:29][C:20]1[CH:21]=[C:22]([C:25]([F:27])([F:28])[F:26])[CH:23]=[CH:24][C:19]=1[S:16]([NH:15][C:14]1[C:5]([Cl:4])=[CH:6][CH:7]=[C:8]2[C:13]=1[N:12]=[CH:11][CH:10]=[C:9]2[O:32][CH3:33])(=[O:17])=[O:18]. The yield is 0.860. (3) The reactants are [F:1][C:2]1[CH:7]=[CH:6][C:5]([C:8]2[N:12]([CH2:13][O:14][CH2:15][CH2:16][Si:17]([CH3:20])([CH3:19])[CH3:18])[C:11]([CH2:21][N:22]([CH:38]3[C:47]4[N:46]=[CH:45][CH:44]=[CH:43][C:42]=4[CH2:41][CH2:40][CH2:39]3)[CH2:23][CH2:24][CH2:25][CH2:26][N:27]3C(=O)C4C(=CC=CC=4)C3=O)=[N:10][CH:9]=2)=[CH:4][CH:3]=1.O.NN. The catalyst is C(O)C. The product is [F:1][C:2]1[CH:3]=[CH:4][C:5]([C:8]2[N:12]([CH2:13][O:14][CH2:15][CH2:16][Si:17]([CH3:19])([CH3:20])[CH3:18])[C:11]([CH2:21][N:22]([CH:38]3[C:47]4[N:46]=[CH:45][CH:44]=[CH:43][C:42]=4[CH2:41][CH2:40][CH2:39]3)[CH2:23][CH2:24][CH2:25][CH2:26][NH2:27])=[N:10][CH:9]=2)=[CH:6][CH:7]=1. The yield is 0.730. (4) The reactants are [I-].C[S+](C)(C)=O.[CH3:7]C(C)([O-])C.[K+].[C:13]([CH:15]=[C:16]1[CH2:21][CH2:20][N:19]([C:22]2[CH:27]=[CH:26][C:25]([N:28]3[CH2:32][C@H:31]([CH2:33][NH:34][C:35](=[O:37])[CH3:36])[O:30][C:29]3=[O:38])=[CH:24][CH:23]=2)[CH2:18][CH2:17]1)#[N:14].[Cl-].[NH4+]. The catalyst is CS(C)=O. The product is [C:13]([CH:15]1[C:16]2([CH2:21][CH2:20][N:19]([C:22]3[CH:27]=[CH:26][C:25]([N:28]4[CH2:32][C@H:31]([CH2:33][NH:34][C:35](=[O:37])[CH3:36])[O:30][C:29]4=[O:38])=[CH:24][CH:23]=3)[CH2:18][CH2:17]2)[CH2:7]1)#[N:14]. The yield is 0.470. (5) The reactants are [CH3:1][C@@H:2]1[CH2:7][N:6]([C:8]2[C:21]([CH:22]=O)=[CH:20][C:11]3[C:12]([C:15]4[O:16][CH:17]=[CH:18][CH:19]=4)=[N:13][O:14][C:10]=3[C:9]=2[F:24])[CH2:5][C@H:4]([CH3:25])[O:3]1.[NH:26]1[C:31](=[O:32])[CH2:30][C:29](=[O:33])[NH:28][C:27]1=[O:34]. The catalyst is C(O)(C)C. The product is [F:24][C:9]1[C:10]2[O:14][N:13]=[C:12]([C:15]3[O:16][CH:17]=[CH:18][CH:19]=3)[C:11]=2[CH:20]=[C:21]2[C:8]=1[N:6]1[CH2:7][C@@H:2]([CH3:1])[O:3][C@@H:4]([CH3:25])[C@@H:5]1[C:30]1([C:29](=[O:33])[NH:28][C:27](=[O:34])[NH:26][C:31]1=[O:32])[CH2:22]2. The yield is 0.850. (6) The reactants are [OH:1][C@H:2]1[C:10]2[C:5](=[C:6]([C:11]3[N:15]=[C:14]([C:16]4[CH:17]=[CH:18][C:19]([O:24][CH:25]([CH3:27])[CH3:26])=[C:20]([CH:23]=4)[C:21]#[N:22])[O:13][N:12]=3)[CH:7]=[CH:8][CH:9]=2)[CH2:4][CH2:3]1.N1C=CC=CC=1.[C:34](Cl)(=[O:36])[CH3:35]. The catalyst is C(Cl)Cl. The product is [C:34]([O:1][C@H:2]1[C:10]2[C:5](=[C:6]([C:11]3[N:15]=[C:14]([C:16]4[CH:17]=[CH:18][C:19]([O:24][CH:25]([CH3:27])[CH3:26])=[C:20]([C:21]#[N:22])[CH:23]=4)[O:13][N:12]=3)[CH:7]=[CH:8][CH:9]=2)[CH2:4][CH2:3]1)(=[O:36])[CH3:35]. The yield is 0.920. (7) The reactants are [Cl:1][C:2]1[CH:10]=[C:9]([Cl:11])[CH:8]=[CH:7][C:3]=1[CH2:4][C:5]#[N:6].[N:12]([CH2:15][C:16]1[CH:21]=[CH:20][C:19]([S:22]([NH2:25])(=[O:24])=[O:23])=[CH:18][CH:17]=1)=[N+:13]=[N-:14].C[O-].[Na+]. The catalyst is CO. The product is [NH2:6][C:5]1[N:12]([CH2:15][C:16]2[CH:17]=[CH:18][C:19]([S:22]([NH2:25])(=[O:24])=[O:23])=[CH:20][CH:21]=2)[N:13]=[N:14][C:4]=1[C:3]1[CH:7]=[CH:8][C:9]([Cl:11])=[CH:10][C:2]=1[Cl:1]. The yield is 0.120. (8) The yield is 0.600. The reactants are [C:1]([C:3]1[CH:8]=[CH:7][C:6](B(O)O)=[CH:5][CH:4]=1)#[N:2].[C:12]([O:16][C:17](=[O:26])[NH:18][C:19]1[CH:24]=[CH:23][CH:22]=[C:21](Br)[N:20]=1)([CH3:15])([CH3:14])[CH3:13].C([O-])([O-])=O.[K+].[K+]. The catalyst is CN(C=O)C.O.C1C=CC([P]([Pd]([P](C2C=CC=CC=2)(C2C=CC=CC=2)C2C=CC=CC=2)([P](C2C=CC=CC=2)(C2C=CC=CC=2)C2C=CC=CC=2)[P](C2C=CC=CC=2)(C2C=CC=CC=2)C2C=CC=CC=2)(C2C=CC=CC=2)C2C=CC=CC=2)=CC=1. The product is [C:12]([O:16][C:17](=[O:26])[NH:18][C:19]1[CH:24]=[CH:23][CH:22]=[C:21]([C:6]2[CH:7]=[CH:8][C:3]([C:1]#[N:2])=[CH:4][CH:5]=2)[N:20]=1)([CH3:15])([CH3:14])[CH3:13]. (9) The reactants are [Cl:1][C:2]1[CH:3]=[C:4]2[C:8](=[CH:9][C:10]=1[Cl:11])[C:7](=O)[N:6]([C:13]1[C:14]([CH3:35])=[C:15]([CH3:34])[C:16]3[O:20][C:19]([CH3:22])([CH3:21])[CH:18]([C:23]4[CH:28]=[CH:27][C:26]([CH:29]([CH3:31])[CH3:30])=[CH:25][CH:24]=4)[C:17]=3[C:32]=1[CH3:33])[C:5]2=O. The catalyst is CCCCCC. The product is [Cl:11][C:10]1[CH:9]=[C:8]2[C:4](=[CH:3][C:2]=1[Cl:1])[CH2:5][N:6]([C:13]1[C:14]([CH3:35])=[C:15]([CH3:34])[C:16]3[O:20][C:19]([CH3:21])([CH3:22])[CH:18]([C:23]4[CH:28]=[CH:27][C:26]([CH:29]([CH3:31])[CH3:30])=[CH:25][CH:24]=4)[C:17]=3[C:32]=1[CH3:33])[CH2:7]2. The yield is 0.160. (10) The reactants are [CH:1]1([NH2:7])[CH2:6][CH2:5][CH2:4][CH2:3][CH2:2]1.[Cl:8][CH2:9][CH2:10][CH2:11][CH2:12][C:13](Cl)=[O:14].[H-].[Na+]. The catalyst is ClCCl. The product is [CH:1]1([NH:7][C:13](=[O:14])[CH2:12][CH2:11][CH2:10][CH2:9][Cl:8])[CH2:6][CH2:5][CH2:4][CH2:3][CH2:2]1. The yield is 0.630.